From a dataset of Catalyst prediction with 721,799 reactions and 888 catalyst types from USPTO. Predict which catalyst facilitates the given reaction. (1) Reactant: Cl[C:2]1[C:7]([C:8]#[N:9])=[C:6]([C:10]2[CH:18]=[CH:17][C:13]3[CH2:14][CH2:15][O:16][C:12]=3[CH:11]=2)[N:5]=[C:4]([NH:19][CH:20]2[CH2:22][CH2:21]2)[N:3]=1.[SH:23][CH2:24][C:25]([NH2:27])=[O:26].C([O-])([O-])=O.[K+].[K+]. Product: [C:8]([C:7]1[C:2]([S:23][CH2:24][C:25]([NH2:27])=[O:26])=[N:3][C:4]([NH:19][CH:20]2[CH2:22][CH2:21]2)=[N:5][C:6]=1[C:10]1[CH:18]=[CH:17][C:13]2[CH2:14][CH2:15][O:16][C:12]=2[CH:11]=1)#[N:9]. The catalyst class is: 8. (2) Reactant: [Br:1][C:2]1[CH:7]=[CH:6][C:5]([C@@H:8]([NH2:10])[CH3:9])=[CH:4][CH:3]=1.C([O-])([O-])=O.[K+].[K+].Cl[CH2:18][C:19]([C:21]1[CH:26]=[CH:25][C:24]([F:27])=[CH:23][CH:22]=1)=[O:20]. Product: [Br:1][C:2]1[CH:7]=[CH:6][C:5]([C@@H:8]([NH:10][CH2:18][C:19]([C:21]2[CH:26]=[CH:25][C:24]([F:27])=[CH:23][CH:22]=2)=[O:20])[CH3:9])=[CH:4][CH:3]=1. The catalyst class is: 10. (3) Reactant: C[O:2][C:3]([C:5]1[C:19](C(OC)=O)=[C:8]2[CH:9]=[C:10]([C:13]3[CH:18]=[CH:17][CH:16]=[CH:15][CH:14]=3)[CH:11]=[CH:12][N:7]2[N:6]=1)=[O:4]. Product: [C:13]1([C:10]2[CH:11]=[CH:12][N:7]3[N:6]=[C:5]([C:3]([OH:4])=[O:2])[CH:19]=[C:8]3[CH:9]=2)[CH:14]=[CH:15][CH:16]=[CH:17][CH:18]=1. The catalyst class is: 561. (4) Reactant: CN1CCOCC1.CN(C(ON1N=NC2C=CC=CC1=2)=[N+](C)C)C.[B-](F)(F)(F)F.[C:30]([C:33]1[C:34]([O:59][Si](C(C)(C)C)(C)C)=[CH:35][C:36]([O:51][Si](C(C)(C)C)(C)C)=[C:37]([C:39]2[N:43]([C:44]3[CH:49]=[CH:48][CH:47]=[CH:46][C:45]=3[CH3:50])[N:42]=[CH:41][CH:40]=2)[CH:38]=1)([OH:32])=O.[CH3:67][C:68]1[CH:69]=[C:70]([CH:74]=[CH:75][CH:76]=1)[CH2:71][NH:72][CH3:73].[F-].C[N+](C)(C)C. Product: [CH3:67][C:68]1[CH:69]=[C:70]([CH:74]=[CH:75][CH:76]=1)[CH2:71][N:72]([CH3:73])[C:30]([C:33]1[C:34]([OH:59])=[CH:35][C:36]([OH:51])=[C:37]([C:39]2[N:43]([C:44]3[CH:49]=[CH:48][CH:47]=[CH:46][C:45]=3[CH3:50])[N:42]=[CH:41][CH:40]=2)[CH:38]=1)=[O:32]. The catalyst class is: 20.